This data is from Experimentally validated miRNA-target interactions with 360,000+ pairs, plus equal number of negative samples. The task is: Binary Classification. Given a miRNA mature sequence and a target amino acid sequence, predict their likelihood of interaction. (1) The miRNA is hsa-miR-331-3p with sequence GCCCCUGGGCCUAUCCUAGAA. The protein sequence of the target gene is MSGPWPSPDSRTKGTVAWLAEVLLWVGGSVVLSSEWQLGPLVERCMGAMQEGMQMVKLRGGSKGLVRFYYLDEHRSCIRWRPSRKNEKAKISIDSIQEVSEGRQSEVFQRYPDGSFDPNCCFSIYHGSHRESLDLVSTSSEVARTWVTGLRYLMAGISDEDSLARRQRTRDQWLKQTFDEADKNGDGSLSIGEVLQLLHKLNVNLPRQRVKQMFREADTDDHQGTLGFEEFCAFYKMMSTRRDLYLLMLTYSNHKDHLDAASLQRFLQVEQKMAGVTLESCQDIIEQFEPCPENKSKGLL.... Result: 1 (interaction). (2) The miRNA is hsa-miR-548y with sequence AAAAGUAAUCACUGUUUUUGCC. The protein sequence of the target gene is MEDLVQDGVASPATPGTGKSKLETLPKEDLIKFAKKQMMLIQKAKSRCTELEKEIEELRSKPVTEGTGDIIKALTERLDALLLEKAETEQQCLSLKKENIKMKQEVEDSVTKMGDAHKELEQSHINYVKEIENLKNELMAVRSKYSEDKANLQKQLEEAMNTQLELSEQLKFQNNSEDNVKKLQEEIEKIRPGFEEQILYLQKQLDATTDEKKETVTQLQNIIEANSQHYQKNINSLQEELLQLKAIHQEEVKELMCQIEASAKEHEAEINKLNELKENLVKQCEASEKNIQKKYECELE.... Result: 0 (no interaction). (3) The miRNA is mmu-miR-135b-5p with sequence UAUGGCUUUUCAUUCCUAUGUGA. The protein sequence of the target gene is MDENESNQSLMTSSQYPKEAVRKRQNSARNSGASDSSRFSRKSFKLDYRLEEDVTKSKKGKDGRFVNPWPTWKNPSIPNVLRWLIMEKDHSSVPSSKEELDKELPVLKPYFITNPEEAGVREAGLRVTWLGHATVMVEMDELIFLTDPIFSSRASPSQYMGPKRFRRSPCTISELPPIDAVLISHNHYDHLDYNSVIALNERFGNELRWFVPLGLLDWMQKCGCENVIELDWWEENCVPGHDKVTFVFTPSQHWCKRTLMDDNKVLWGSWSVLGPWNRFFFAGDTGYCPAFEEIGKRFGP.... Result: 0 (no interaction). (4) The miRNA is hsa-miR-6824-3p with sequence UCUCUGGUCUUGCCACCCCAG. The protein sequence of the target gene is MGGEQEEERFDGMLLAMAQQHEGGVQELVNTFFSFLRRKTDFFIGGEEGMAEKLITQTFSHHNQLAQKTRREKRARQEAERREKAERAARLAKEAKSETSGPQIKELTDEEAERLQLEIDQKKDAENHEAQLKNGSLDSPGKQDTEEDEEEDEKDKGKLKPNLGNGADLPNYRWTQTLSELDLAVPFCVNFRLKGKDMVVDIQRRHLRVGLKGQPAIIDGELYNEVKVEESSWLIEDGKVVTVHLEKINKMEWWSRLVSSDPEINTKKINPENSKLSDLDSETRSMVEKMMYDQRQKSMG.... Result: 0 (no interaction). (5) The miRNA is hsa-miR-4717-3p with sequence ACACAUGGGUGGCUGUGGCCU. The protein sequence of the target gene is MPGDHRRIRGPEESQPPQLYAADEEEAPGTRDPTRLRPVYARAGLLSQAKGSAYLEAGGTKVLCAVSGPRQAEGGERGGGPAGAGGEAPAALRGRLLCDFRRAPFAGRRRRAPPGGCEERELALALQEALEPAVRLGRYPRAQLEVSALLLEDGGSALAAALTAAALALADAGVEMYDLVVGCGLSLAPGPAPTWLLDPTRLEEERAAAGLTVALMPVLNQVAGLLGSGEGGLTESWAEAVRLGLEGCQRLYPVLQQSLVRAARRRGAAAQP. Result: 1 (interaction). (6) The miRNA is mmu-miR-1897-5p with sequence CUUUGGAUGGAGAAAGAGGGGG. The protein sequence of the target gene is MGDDRPFVCNAPGCGQRFTNEDHLAVHKHKHEMTLKFGPARTDSVIIADQTPTPTRFLKNCEEVGLFNELASSFEHEFKKAADEDEKKAAAGPLDMSLPSTPDIKIKEEEPVEVDSSPPDSPASSPCSPPLKEKEVTPKPVLISTPTPTIVRPGSLPLHLGYDPLHPTLPSPTSVITQAPPSNRQMGSPTGSLPLVMHLANGQTMPVLPGPPVQMPSVISLARPVSMVPNIPGIPGPPVNSSGSISPSGHPIPSEAKMRLKATLTHQVSSINGGCGMVVGTASTMVTARPEQSQILIQHP.... Result: 0 (no interaction).